From a dataset of Catalyst prediction with 721,799 reactions and 888 catalyst types from USPTO. Predict which catalyst facilitates the given reaction. (1) Reactant: Br[C:2]1[CH:3]=[C:4]([CH:8]2[C:17]([CH3:19])([CH3:18])[CH2:16][C:15]3[C:10](=[CH:11][CH:12]=[C:13]([C:20]([OH:22])=[O:21])[CH:14]=3)[NH:9]2)[CH:5]=[CH:6][CH:7]=1.[NH2:23][C:24]1([C:27]([OH:29])=[O:28])[CH2:26][CH2:25]1.Cl.CN(C)CC(O)=O.C(=O)([O-])[O-].[K+].[K+]. Product: [C:27]([C:24]1([NH:23][C:2]2[CH:3]=[C:4]([CH:8]3[C:17]([CH3:19])([CH3:18])[CH2:16][C:15]4[C:10](=[CH:11][CH:12]=[C:13]([C:20]([OH:22])=[O:21])[CH:14]=4)[NH:9]3)[CH:5]=[CH:6][CH:7]=2)[CH2:26][CH2:25]1)([OH:29])=[O:28]. The catalyst class is: 156. (2) Reactant: [N:1]1[C:10]2[CH:9]=[CH:8][CH:7]=[C:6]([C:11]#[N:12])[C:5]=2[CH:4]=[CH:3][CH:2]=1.C1C=C(Cl)C=C(C(OO)=[O:21])C=1. Product: [C:11]([C:6]1[CH:7]=[CH:8][CH:9]=[C:10]2[C:5]=1[CH:4]=[CH:3][CH:2]=[N+:1]2[O-:21])#[N:12]. The catalyst class is: 34. (3) Reactant: [NH2:1][C:2]1[CH:10]=[CH:9][C:8]([Br:11])=[CH:7][C:3]=1[C:4](O)=[O:5].C(O)(=O)C.[CH:16](N)=[NH:17]. Product: [Br:11][C:8]1[CH:7]=[C:3]2[C:2](=[CH:10][CH:9]=1)[N:1]=[CH:16][NH:17][C:4]2=[O:5]. The catalyst class is: 8. (4) Reactant: [Li]CCCC.[Cl:6][C:7]1[C:16]2[C:11](=[CH:12][CH:13]=[C:14](C(C3N(C)C(C)=NC=3)O)[CH:15]=2)[N:10]=[C:9]([O:26][CH3:27])[C:8]=1[CH2:28][C:29]1[CH:30]=[N:31][C:32]([C:35]([F:38])([F:37])[F:36])=[CH:33][CH:34]=1.[CH3:39][C:40]1[C:45]([C:46]([C:48]2[N:52]([CH3:53])[N:51]=[N:50][CH:49]=2)=[O:47])=[CH:44][CH:43]=[C:42]([CH3:54])[N:41]=1. Product: [Cl:6][C:7]1[C:16]2[C:11](=[CH:12][CH:13]=[C:14]([C:46]([C:45]3[C:40]([CH3:39])=[N:41][C:42]([CH3:54])=[CH:43][CH:44]=3)([C:48]3[N:52]([CH3:53])[N:51]=[N:50][CH:49]=3)[OH:47])[CH:15]=2)[N:10]=[C:9]([O:26][CH3:27])[C:8]=1[CH2:28][C:29]1[CH:30]=[N:31][C:32]([C:35]([F:36])([F:38])[F:37])=[CH:33][CH:34]=1. The catalyst class is: 1. (5) Reactant: [CH3:1][CH:2]([C:4]1[CH:9]=[CH:8][C:7]([S:10](Cl)(=[O:12])=[O:11])=[CH:6][CH:5]=1)[CH3:3].[I:14][C:15]1[CH:21]=[C:20]([C:22]([F:25])([F:24])[F:23])[CH:19]=[CH:18][C:16]=1[NH2:17].Cl. Product: [I:14][C:15]1[CH:21]=[C:20]([C:22]([F:24])([F:25])[F:23])[CH:19]=[CH:18][C:16]=1[NH:17][S:10]([C:7]1[CH:8]=[CH:9][C:4]([CH:2]([CH3:3])[CH3:1])=[CH:5][CH:6]=1)(=[O:12])=[O:11]. The catalyst class is: 17. (6) Reactant: [CH3:1][C:2]1([CH3:12])[CH2:7][CH2:6][CH2:5][CH:4]([C:8]([OH:11])([CH3:10])[CH3:9])[CH2:3]1.C[Mg]Cl.CC1(C)CCCC(C(=O)C)C1.[C:27]([O:31][CH2:32][C:33](O)=[O:34])(=[O:30])[CH2:28][CH3:29].C1(N=C=NC2CCCCC2)CCCCC1. Product: [C:27]([O:31][CH2:32][C:33]([O:11][C:8]([CH:4]1[CH2:5][CH2:6][CH2:7][C:2]([CH3:12])([CH3:1])[CH2:3]1)([CH3:10])[CH3:9])=[O:34])(=[O:30])[CH2:28][CH3:29]. The catalyst class is: 143. (7) Product: [Cl:24][C:22]1[CH:23]=[C:18]([O:17][C:16]2[CH:15]=[CH:14][N:13]=[C:12]3[N:8]([CH2:7][C:6]4[CH:30]=[CH:31][C:3]([O:2][CH3:1])=[CH:4][CH:5]=4)[N:9]=[C:10]([I:29])[C:11]=23)[C:19]([CH3:28])=[CH:20][C:21]=1[NH2:25]. Reactant: [CH3:1][O:2][C:3]1[CH:31]=[CH:30][C:6]([CH2:7][N:8]2[C:12]3=[N:13][CH:14]=[CH:15][C:16]([O:17][C:18]4[CH:23]=[C:22]([Cl:24])[C:21]([N+:25]([O-])=O)=[CH:20][C:19]=4[CH3:28])=[C:11]3[C:10]([I:29])=[N:9]2)=[CH:5][CH:4]=1.O.O.[Sn](Cl)Cl. The catalyst class is: 8. (8) Reactant: [OH:1]O.[N:3]1[CH:8]=[CH:7][CH:6]=[C:5]([C:9]2[CH:18]=[CH:17][C:12]([C:13]([O:15][CH3:16])=[O:14])=[CH:11][CH:10]=2)[CH:4]=1. Product: [O-:1][N+:3]1[CH:8]=[CH:7][CH:6]=[C:5]([C:9]2[CH:18]=[CH:17][C:12]([C:13]([O:15][CH3:16])=[O:14])=[CH:11][CH:10]=2)[CH:4]=1. The catalyst class is: 15. (9) Reactant: [Br:1][C:2]1[CH:3]=[N:4][CH:5]=[C:6]([C:8]#[N:9])[CH:7]=1.Cl.[NH2:11][OH:12].C([O-])([O-])=O.[K+].[K+]. Product: [Br:1][C:2]1[CH:7]=[C:6]([C:8](=[N:11][OH:12])[NH2:9])[CH:5]=[N:4][CH:3]=1. The catalyst class is: 8.